From a dataset of Catalyst prediction with 721,799 reactions and 888 catalyst types from USPTO. Predict which catalyst facilitates the given reaction. (1) Reactant: [C:1]1([C:27]2[CH:32]=[CH:31][CH:30]=[CH:29][CH:28]=2)[CH:6]=[C:5]([CH2:7][NH:8][CH2:9][CH2:10][CH2:11][NH:12][CH2:13][CH2:14][CH2:15][NH2:16])[CH:4]=[C:3]([CH2:17][NH:18][CH2:19][CH2:20][CH2:21][NH:22][CH2:23][CH2:24][CH2:25][NH2:26])[CH:2]=1.[CH:33](=O)[CH:34]([CH3:36])[CH3:35].[BH4-].[Na+].[OH-].[Na+]. Product: [C:1]1([C:27]2[CH:32]=[CH:31][CH:30]=[CH:29][CH:28]=2)[CH:6]=[C:5]([CH2:7][NH:8][CH2:9][CH2:10][CH2:11][NH:12][CH2:13][CH2:14][CH2:15][NH:16][CH2:33][CH:34]([CH3:36])[CH3:35])[CH:4]=[C:3]([CH2:17][NH:18][CH2:19][CH2:20][CH2:21][NH:22][CH2:23][CH2:24][CH2:25][NH:26][CH2:2][CH:1]([CH3:27])[CH3:6])[CH:2]=1. The catalyst class is: 513. (2) Reactant: [Cl:1][C:2]1[CH:11]=[C:10]([C:12](=O)[CH3:13])[C:9]([N:15]2[CH2:20][CH2:19][N:18]([CH:21]3[CH2:26][CH2:25][CH2:24][CH2:23][CH2:22]3)[CH2:17][CH2:16]2)=[C:8]2[C:3]=1[CH:4]=[CH:5][CH:6]=[N:7]2.C([O-])(=O)C.[NH4+].C([BH3-])#[N:33].[Na+].O1CCCC1. Product: [Cl:1][C:2]1[CH:11]=[C:10]([CH:12]([NH2:33])[CH3:13])[C:9]([N:15]2[CH2:20][CH2:19][N:18]([CH:21]3[CH2:26][CH2:25][CH2:24][CH2:23][CH2:22]3)[CH2:17][CH2:16]2)=[C:8]2[C:3]=1[CH:4]=[CH:5][CH:6]=[N:7]2. The catalyst class is: 449. (3) Reactant: [OH:1][C:2]1[C:3]([C:12]([OH:14])=[O:13])=[CH:4][C:5]2[C:10]([CH:11]=1)=[CH:9][CH:8]=[CH:7][CH:6]=2.[C:15](OC(=O)C)(=[O:17])[CH3:16]. The catalyst class is: 445. Product: [C:15]([O:1][C:2]1[C:3]([C:12]([OH:14])=[O:13])=[CH:4][C:5]2[C:10]([CH:11]=1)=[CH:9][CH:8]=[CH:7][CH:6]=2)(=[O:17])[CH3:16]. (4) Reactant: [NH2:1][CH2:2][C:3]1[CH:4]=[CH:5][C:6]([Cl:27])=[C:7]([C:9]2[NH:10][C:11](=[O:26])[N:12]([C:14]3[CH:19]=[CH:18][C:17]([C:20]#[C:21][CH:22]4[CH2:24][CH2:23]4)=[CH:16][C:15]=3[F:25])[N:13]=2)[CH:8]=1.[C:28](Cl)(=[O:33])[C:29]([CH3:32])([CH3:31])[CH3:30]. Product: [Cl:27][C:6]1[CH:5]=[CH:4][C:3]([CH2:2][NH:1][C:28](=[O:33])[C:29]([CH3:32])([CH3:31])[CH3:30])=[CH:8][C:7]=1[C:9]1[NH:10][C:11](=[O:26])[N:12]([C:14]2[CH:19]=[CH:18][C:17]([C:20]#[C:21][CH:22]3[CH2:24][CH2:23]3)=[CH:16][C:15]=2[F:25])[N:13]=1. The catalyst class is: 1. (5) Reactant: [C:1]([C:5]1[NH:13][C:12]2[C:7](=[N:8][C:9](Cl)=[CH:10][CH:11]=2)[CH:6]=1)([CH3:4])([CH3:3])[CH3:2].[NH3:15]. Product: [C:1]([C:5]1[NH:13][C:12]2[C:7](=[N:8][C:9]([NH2:15])=[CH:10][CH:11]=2)[CH:6]=1)([CH3:4])([CH3:3])[CH3:2]. The catalyst class is: 5. (6) Reactant: Cl[CH2:2][C:3]([C:5]1[C:13]2[C:8](=[N:9][CH:10]=[C:11]([NH:14][C:15](=[O:31])[C:16]3[C:21]([F:22])=[CH:20][CH:19]=[C:18]([NH:23][S:24]([CH2:27][CH2:28][CH3:29])(=[O:26])=[O:25])[C:17]=3[F:30])[CH:12]=2)[NH:7][CH:6]=1)=[O:4].[CH3:32][NH:33][CH3:34].CO. Product: [CH3:32][N:33]([CH3:34])[CH2:2][C:3]([C:5]1[C:13]2[C:8](=[N:9][CH:10]=[C:11]([NH:14][C:15](=[O:31])[C:16]3[C:21]([F:22])=[CH:20][CH:19]=[C:18]([NH:23][S:24]([CH2:27][CH2:28][CH3:29])(=[O:26])=[O:25])[C:17]=3[F:30])[CH:12]=2)[NH:7][CH:6]=1)=[O:4]. The catalyst class is: 14. (7) Reactant: [Cl:1][C:2]1[CH:3]=[CH:4][C:5]2[N:11]3[CH:12]=[CH:13][CH:14]=[C:10]3[C@@H:9]([CH2:15][CH2:16][N:17]3[CH:21]=[C:20]([C:22](OCC)=[O:23])[CH:19]=[N:18]3)[O:8][C@H:7]([C:27]3[CH:32]=[CH:31][CH:30]=[C:29]([O:33][CH3:34])[C:28]=3[O:35][CH3:36])[C:6]=2[CH:37]=1.[H-].[Al+3].[Li+].[H-].[H-].[H-]. Product: [Cl:1][C:2]1[CH:3]=[CH:4][C:5]2[N:11]3[CH:12]=[CH:13][CH:14]=[C:10]3[C@@H:9]([CH2:15][CH2:16][N:17]3[CH:21]=[C:20]([CH2:22][OH:23])[CH:19]=[N:18]3)[O:8][C@H:7]([C:27]3[CH:32]=[CH:31][CH:30]=[C:29]([O:33][CH3:34])[C:28]=3[O:35][CH3:36])[C:6]=2[CH:37]=1. The catalyst class is: 7. (8) Reactant: [Cl:1][C:2]1[CH:3]=[C:4]([C:9]2[N:10]3[CH2:18][CH2:17][N:16]=[C:11]3[S:12][C:13]=2[CH:14]=[O:15])[CH:5]=[CH:6][C:7]=1[Cl:8].[BH4-].[Na+]. Product: [Cl:1][C:2]1[CH:3]=[C:4]([C:9]2[N:10]3[CH2:18][CH2:17][N:16]=[C:11]3[S:12][C:13]=2[CH2:14][OH:15])[CH:5]=[CH:6][C:7]=1[Cl:8]. The catalyst class is: 5.